From a dataset of Forward reaction prediction with 1.9M reactions from USPTO patents (1976-2016). Predict the product of the given reaction. (1) Given the reactants [CH3:1][N:2]([CH3:16])[S:3]([C:6]1[CH:7]=[C:8]2[C:12](=[CH:13][CH:14]=1)[NH:11][C:10](=[O:15])[CH2:9]2)(=[O:5])=[O:4].[Cl:17][C:18]1[CH:23]=[CH:22][C:21]([S:24]([C:27]2[C:28]([CH2:35][CH2:36][C:37]([OH:39])=[O:38])=[C:29]([CH:33]=O)[NH:30][C:31]=2[CH3:32])(=[O:26])=[O:25])=[CH:20][CH:19]=1.N1CCCCC1, predict the reaction product. The product is: [Cl:17][C:18]1[CH:19]=[CH:20][C:21]([S:24]([C:27]2[C:28]([CH2:35][CH2:36][C:37]([OH:39])=[O:38])=[C:29](/[CH:33]=[C:9]3\[C:10](=[O:15])[NH:11][C:12]4[C:8]\3=[CH:7][C:6]([S:3](=[O:5])(=[O:4])[N:2]([CH3:16])[CH3:1])=[CH:14][CH:13]=4)[NH:30][C:31]=2[CH3:32])(=[O:25])=[O:26])=[CH:22][CH:23]=1. (2) The product is: [CH2:1]([N:4]1[CH:8]=[CH:7][N:6]=[C:5]1[C:9]1[S:10][C:11]([C:25]2[CH:30]=[CH:29][N:28]=[C:27]([NH:31][C:32](=[O:34])[CH3:33])[CH:26]=2)=[CH:12][C:13]=1[C:14]1[CH:19]=[CH:18][C:17]([Cl:20])=[CH:16][C:15]=1[Cl:21])[CH:2]=[CH2:3]. Given the reactants [CH2:1]([N:4]1[CH:8]=[CH:7][N:6]=[C:5]1[C:9]1[S:10][C:11](I)=[CH:12][C:13]=1[C:14]1[CH:19]=[CH:18][C:17]([Cl:20])=[CH:16][C:15]=1[Cl:21])[CH:2]=[CH2:3].C[Sn](C)(C)[C:25]1[CH:30]=[CH:29][N:28]=[C:27]([NH:31][C:32](=[O:34])[CH3:33])[CH:26]=1.[Li+].[Cl-], predict the reaction product. (3) Given the reactants [CH2:1]([C:3]1[CH:8]=[C:7]([N+:9]([O-])=O)[C:6]([O:12][CH3:13])=[CH:5][C:4]=1[N:14]1[CH2:19][CH2:18][CH:17]([CH2:20][CH2:21][S:22]([CH3:25])(=[O:24])=[O:23])[CH2:16][CH2:15]1)[CH3:2], predict the reaction product. The product is: [CH2:1]([C:3]1[C:4]([N:14]2[CH2:15][CH2:16][CH:17]([CH2:20][CH2:21][S:22]([CH3:25])(=[O:24])=[O:23])[CH2:18][CH2:19]2)=[CH:5][C:6]([O:12][CH3:13])=[C:7]([CH:8]=1)[NH2:9])[CH3:2]. (4) Given the reactants [BH4-].[Na+].[CH3:3][O:4][C:5]1[CH:14]=[C:13]2[C:8]([CH:9]=[CH:10][N:11]=[C:12]2[O:15][CH2:16][CH:17]2[CH2:22][CH2:21][N:20]([CH2:23][C:24]([C:26]3[CH:27]=[CH:28][C:29]4[O:34][CH2:33][C:32](=[O:35])[NH:31][C:30]=4[CH:36]=3)=[O:25])[CH2:19][CH2:18]2)=[CH:7][CH:6]=1, predict the reaction product. The product is: [OH:25][CH:24]([C:26]1[CH:27]=[CH:28][C:29]2[O:34][CH2:33][C:32](=[O:35])[NH:31][C:30]=2[CH:36]=1)[CH2:23][N:20]1[CH2:19][CH2:18][CH:17]([CH2:16][O:15][C:12]2[C:13]3[C:8](=[CH:7][CH:6]=[C:5]([O:4][CH3:3])[CH:14]=3)[CH:9]=[CH:10][N:11]=2)[CH2:22][CH2:21]1. (5) Given the reactants OO.[C:3]([O:23][CH:24]1[CH2:29][C:28]([CH3:31])([CH3:30])[N:27]([OH:32])[C:26]([CH3:34])([CH3:33])[CH2:25]1)(=[O:22])[CH2:4][CH2:5][CH2:6][CH2:7][C:8]([O:10][CH:11]1[CH2:16][C:15]([CH3:18])([CH3:17])[N:14]([OH:19])[C:13]([CH3:21])([CH3:20])[CH2:12]1)=[O:9].S([O-])([O-])=O.[Na+].[Na+].[C:41]([OH:45])([CH3:44])([CH3:43])[CH3:42], predict the reaction product. The product is: [OH:45][C:41]([CH3:44])([CH3:43])[CH2:42][O:19][N:14]1[C:15]([CH3:18])([CH3:17])[CH2:16][CH:11]([O:10][C:8](=[O:9])[CH2:7][CH2:6][CH2:5][CH2:4][C:3]([O:23][CH:24]2[CH2:25][C:26]([CH3:34])([CH3:33])[N:27]([O:32][CH2:42][C:41]([OH:45])([CH3:44])[CH3:43])[C:28]([CH3:31])([CH3:30])[CH2:29]2)=[O:22])[CH2:12][C:13]1([CH3:21])[CH3:20].